Dataset: hERG potassium channel inhibition data for cardiac toxicity prediction from Karim et al.. Task: Regression/Classification. Given a drug SMILES string, predict its toxicity properties. Task type varies by dataset: regression for continuous values (e.g., LD50, hERG inhibition percentage) or binary classification for toxic/non-toxic outcomes (e.g., AMES mutagenicity, cardiotoxicity, hepatotoxicity). Dataset: herg_karim. (1) The molecule is CN1CCN(Cc2ccc3c(c2)Cc2c-3n[nH]c2-c2csc(C#CCNS(=O)(=O)c3ccccc3)c2)CC1. The result is 1 (blocker). (2) The drug is CCCC1(CC)Oc2cccc(CN3CCC4(CC3)CCN(C(=O)c3ccc(N)cn3)CC4)c2O1. The result is 1 (blocker). (3) The molecule is Cc1c[nH]nc1C(=O)NC1CC(C)(C)Oc2nc(-c3ccc(Cl)cc3Cl)c(-c3ccc(Cl)cc3)cc21. The result is 1 (blocker). (4) The compound is Nc1ncnc(Nc2ccc(Oc3ccc(Cl)cc3)cc2)n1. The result is 1 (blocker).